From a dataset of Reaction yield outcomes from USPTO patents with 853,638 reactions. Predict the reaction yield, written as a fraction of the theoretical maximum amount of product (1.0 means a 100% yield; for example, 0.34 means a 34% yield). (1) The reactants are Cl[C:2]1[C:11]2[C:6](=[CH:7][C:8]([O:14][CH2:15][CH:16]3[CH2:21][CH2:20][N:19]([CH3:22])[CH2:18][CH2:17]3)=[C:9]([O:12][CH3:13])[CH:10]=2)[N:5]=[CH:4][N:3]=1.[OH:23][C:24]1[CH:25]=[CH:26][C:27]2[O:32][CH2:31][C:30](=[O:33])[NH:29][C:28]=2[CH:34]=1. No catalyst specified. The product is [CH3:13][O:12][C:9]1[CH:10]=[C:11]2[C:6](=[CH:7][C:8]=1[O:14][CH2:15][CH:16]1[CH2:21][CH2:20][N:19]([CH3:22])[CH2:18][CH2:17]1)[N:5]=[CH:4][N:3]=[C:2]2[O:23][C:24]1[CH:25]=[CH:26][C:27]2[O:32][CH2:31][C:30](=[O:33])[NH:29][C:28]=2[CH:34]=1. The yield is 0.880. (2) The reactants are [OH:1][C:2]1[N:3]=[C:4]2[CH:12]=[CH:11][CH:10]=[CH:9][N:5]2[C:6](=[O:8])[CH:7]=1.Br[CH2:14][CH2:15][CH3:16].C(=O)([O-])[O-].[Cs+].[Cs+]. The catalyst is CC(C)=O. The product is [CH2:14]([O:1][C:2]1[N:3]=[C:4]2[CH:12]=[CH:11][CH:10]=[CH:9][N:5]2[C:6](=[O:8])[CH:7]=1)[CH2:15][CH3:16]. The yield is 0.630. (3) The reactants are [CH3:1][C:2]([CH2:4][CH2:5][C:6]1[NH:7][C:8]2[C:13]([CH:14]=1)=[CH:12][CH:11]=[CH:10][CH:9]=2)=[CH2:3]. The yield is 0.590. The catalyst is [Pd].C(O)C. The product is [CH3:1][CH:2]([CH3:3])[CH2:4][CH2:5][C:6]1[NH:7][C:8]2[C:13]([CH:14]=1)=[CH:12][CH:11]=[CH:10][CH:9]=2.